Dataset: Full USPTO retrosynthesis dataset with 1.9M reactions from patents (1976-2016). Task: Predict the reactants needed to synthesize the given product. Given the product [F:28][C:4]1[CH:3]=[CH:2][CH:7]=[C:6]([O:8][CH3:9])[C:5]=1[C:10]1[N:15]=[N:14][C:13]([N:16]([CH3:27])[CH:17]2[CH2:22][C:21]([CH3:24])([CH3:23])[NH:20][C:19]([CH3:25])([CH3:26])[CH2:18]2)=[C:12]([C:47]2[CH:48]=[N:49][N:45]([CH3:31])[CH:46]=2)[CH:11]=1, predict the reactants needed to synthesize it. The reactants are: Br[C:2]1[CH:7]=[C:6]([O:8][CH3:9])[C:5]([C:10]2[N:15]=[N:14][C:13]([N:16]([CH3:27])[CH:17]3[CH2:22][C:21]([CH3:24])([CH3:23])[NH:20][C:19]([CH3:26])([CH3:25])[CH2:18]3)=[CH:12][CH:11]=2)=[C:4]([F:28])[CH:3]=1.BrC1C=C(C2C(OC)=CC=CC=2F)N=N[C:31]=1[N:45](C)[CH:46]1CC(C)(C)[NH:49][C:48](C)(C)[CH2:47]1.BrC1C=C(F)C(C2N=NC(N(C)C3CC(C)(C)NC(C)(C)C3)=CC=2)=C(O)C=1.CC1(C)C(C)(C)OB(C2C=NN(C(OC(C)(C)C)=O)C=2)O1.